From a dataset of Reaction yield outcomes from USPTO patents with 853,638 reactions. Predict the reaction yield, written as a fraction of the theoretical maximum amount of product (1.0 means a 100% yield; for example, 0.34 means a 34% yield). (1) The catalyst is [Pd].CO. The product is [NH2:1][C:4]1[N:9]=[CH:8][C:7]([N:10]2[CH2:11][CH2:12][N:13]([C:16]([C:18]3[CH:23]=[CH:22][CH:21]=[CH:20][C:19]=3[C:24]([F:27])([F:26])[F:25])=[O:17])[CH2:14][CH2:15]2)=[CH:6][CH:5]=1. The yield is 0.490. The reactants are [N+:1]([C:4]1[N:9]=[CH:8][C:7]([N:10]2[CH2:15][CH2:14][N:13]([C:16]([C:18]3[CH:23]=[CH:22][CH:21]=[CH:20][C:19]=3[C:24]([F:27])([F:26])[F:25])=[O:17])[CH2:12][CH2:11]2)=[CH:6][CH:5]=1)([O-])=O.C1COCC1. (2) The reactants are [Cl:1][C:2]1[CH:3]=[N:4][CH:5]=[C:6]([CH:10]=1)[C:7](O)=[O:8].ClC(OC)=O.[H-].[Al+3].[Li+].[H-].[H-].[H-]. The catalyst is C1COCC1.C(OCC)(=O)C. The product is [Cl:1][C:2]1[CH:10]=[C:6]([CH2:7][OH:8])[CH:5]=[N:4][CH:3]=1. The yield is 0.760.